The task is: Regression. Given two drug SMILES strings and cell line genomic features, predict the synergy score measuring deviation from expected non-interaction effect.. This data is from NCI-60 drug combinations with 297,098 pairs across 59 cell lines. (1) Drug 1: C1CCC(C1)C(CC#N)N2C=C(C=N2)C3=C4C=CNC4=NC=N3. Drug 2: CC(CN1CC(=O)NC(=O)C1)N2CC(=O)NC(=O)C2. Cell line: DU-145. Synergy scores: CSS=13.6, Synergy_ZIP=-8.48, Synergy_Bliss=-2.58, Synergy_Loewe=-4.04, Synergy_HSA=-0.956. (2) Drug 1: C1=NC2=C(N=C(N=C2N1C3C(C(C(O3)CO)O)O)F)N. Drug 2: C1C(C(OC1N2C=NC(=NC2=O)N)CO)O. Cell line: KM12. Synergy scores: CSS=17.2, Synergy_ZIP=-2.86, Synergy_Bliss=1.10, Synergy_Loewe=-4.31, Synergy_HSA=4.47. (3) Cell line: OVCAR-4. Drug 2: C1=CN(C(=O)N=C1N)C2C(C(C(O2)CO)O)O.Cl. Drug 1: CC12CCC3C(C1CCC2=O)CC(=C)C4=CC(=O)C=CC34C. Synergy scores: CSS=21.4, Synergy_ZIP=1.50, Synergy_Bliss=2.35, Synergy_Loewe=0.801, Synergy_HSA=1.88. (4) Drug 1: CC1OCC2C(O1)C(C(C(O2)OC3C4COC(=O)C4C(C5=CC6=C(C=C35)OCO6)C7=CC(=C(C(=C7)OC)O)OC)O)O. Drug 2: CC1CCC2CC(C(=CC=CC=CC(CC(C(=O)C(C(C(=CC(C(=O)CC(OC(=O)C3CCCCN3C(=O)C(=O)C1(O2)O)C(C)CC4CCC(C(C4)OC)OCCO)C)C)O)OC)C)C)C)OC. Cell line: SN12C. Synergy scores: CSS=40.1, Synergy_ZIP=-12.3, Synergy_Bliss=-3.29, Synergy_Loewe=0.164, Synergy_HSA=0.990.